The task is: Regression/Classification. Given a drug SMILES string, predict its toxicity properties. Task type varies by dataset: regression for continuous values (e.g., LD50, hERG inhibition percentage) or binary classification for toxic/non-toxic outcomes (e.g., AMES mutagenicity, cardiotoxicity, hepatotoxicity). Dataset: ames.. This data is from Ames mutagenicity test results for genotoxicity prediction. (1) The molecule is CN(C)N=Nc1ccccc1. The result is 1 (mutagenic). (2) The compound is C[C@@H](CN1c2ccccc2Sc2ccccc21)N(C)C. The result is 0 (non-mutagenic). (3) The compound is COc1ccccc1NC(=O)c1csc([N+](=O)[O-])c1. The result is 1 (mutagenic).